This data is from Reaction yield outcomes from USPTO patents with 853,638 reactions. The task is: Predict the reaction yield, written as a fraction of the theoretical maximum amount of product (1.0 means a 100% yield; for example, 0.34 means a 34% yield). (1) The reactants are [CH3:1][O:2][C:3](=[O:14])[C:4]1[CH:9]=[CH:8][C:7]([O:10][CH3:11])=[CH:6][C:5]=1[CH2:12]Br.C1(P(C2C=CC=CC=2)C2C=CC=CC=2)C=CC=CC=1.C(=O)([O-])[O-].[Cs+].[Cs+].[CH3:40][Si:41]([C:44]#[CH:45])([CH3:43])[CH3:42].[Cl-].[NH4+]. The product is [CH3:1][O:2][C:3](=[O:14])[C:4]1[CH:9]=[CH:8][C:7]([O:10][CH3:11])=[CH:6][C:5]=1[CH2:12][C:45]#[C:44][Si:41]([CH3:43])([CH3:42])[CH3:40]. The catalyst is [Cu](I)I.C1C=CC(/C=C/C(/C=C/C2C=CC=CC=2)=O)=CC=1.C1C=CC(/C=C/C(/C=C/C2C=CC=CC=2)=O)=CC=1.C1C=CC(/C=C/C(/C=C/C2C=CC=CC=2)=O)=CC=1.[Pd].[Pd].C1COCC1. The yield is 0.540. (2) The reactants are [NH2:1][C:2]1[C:3]([CH3:16])=[C:4]([CH:9]=[C:10]([C:12]([F:15])([F:14])[F:13])[CH:11]=1)[C:5]([O:7][CH3:8])=[O:6].[CH2:17]([N:24]1[C@@H:29]([CH3:30])[CH2:28][C:27](=O)[CH2:26][C@H:25]1[CH3:32])[C:18]1[CH:23]=[CH:22][CH:21]=[CH:20][CH:19]=1.C(O[BH-](OC(=O)C)OC(=O)C)(=O)C.[Na+].C([O-])(O)=O.[Na+]. The catalyst is C1COCC1.C(O)(C(F)(F)F)=O. The product is [CH2:17]([N:24]1[C@H:29]([CH3:30])[CH2:28][CH:27]([NH:1][C:2]2[C:3]([CH3:16])=[C:4]([CH:9]=[C:10]([C:12]([F:13])([F:14])[F:15])[CH:11]=2)[C:5]([O:7][CH3:8])=[O:6])[CH2:26][C@H:25]1[CH3:32])[C:18]1[CH:23]=[CH:22][CH:21]=[CH:20][CH:19]=1. The yield is 0.370. (3) The reactants are [Cl:1][C:2]1[CH:7]=[CH:6][C:5]([P:8](=O)([C:16]2[CH:21]=[CH:20][C:19]([Cl:22])=[CH:18][CH:17]=2)[C:9]2[CH:14]=[CH:13][C:12]([Cl:15])=[CH:11][CH:10]=2)=[CH:4][CH:3]=1.II.C(P(CCCC)CCCC)CCC. The catalyst is C(#N)C.C1COCC1. The product is [Cl:1][C:2]1[CH:7]=[CH:6][C:5]([P:8]([C:16]2[CH:21]=[CH:20][C:19]([Cl:22])=[CH:18][CH:17]=2)[C:9]2[CH:14]=[CH:13][C:12]([Cl:15])=[CH:11][CH:10]=2)=[CH:4][CH:3]=1. The yield is 0.990. (4) The reactants are [CH3:1][C:2]1[N:7]=[CH:6][C:5]([C:8]2[NH:9][C:10]3[CH:11]=[C:12]([NH:22]C(=O)OC(C)(C)C)[CH:13]=[C:14]4[C:20](=[O:21])[NH:19][N:18]=[CH:17][C:16]=2[C:15]=34)=[CH:4][CH:3]=1.[ClH:30]. No catalyst specified. The product is [Cl-:30].[CH3:1][C:2]1[N:7]=[CH:6][C:5]([C:8]2[NH:9][C:10]3[CH:11]=[C:12]([NH3+:22])[CH:13]=[C:14]4[C:20](=[O:21])[NH:19][N:18]=[CH:17][C:16]=2[C:15]=34)=[CH:4][CH:3]=1. The yield is 1.00. (5) The reactants are [NH2:1][C:2]1[CH2:7][CH2:6][CH2:5][C:4](=[O:8])[CH:3]=1.C(O[CH:12]=[C:13]([C:19]([O:21][CH2:22][CH3:23])=[O:20])[C:14]([O:16][CH2:17][CH3:18])=[O:15])C. No catalyst specified. The product is [CH2:17]([O:16][C:14](=[O:15])[C:13](=[CH:12][NH:1][C:2]1[CH2:7][CH2:6][CH2:5][C:4](=[O:8])[CH:3]=1)[C:19]([O:21][CH2:22][CH3:23])=[O:20])[CH3:18]. The yield is 0.900. (6) The reactants are Cl[CH2:2][C:3]1[CH:8]=[CH:7][CH:6]=[CH:5][N:4]=1.[Cl:9][C:10]1[CH:15]=[C:14]([NH:16][C:17]2[C:26]3[C:21](=[CH:22][CH:23]=[CH:24][C:25]=3[O:27][C@@H:28]([C@H:30]3[CH2:34][CH2:33][CH2:32][N:31]3[C:35](=[O:38])[CH2:36][OH:37])[CH3:29])[N:20]=[CH:19][N:18]=2)[CH:13]=[CH:12][C:11]=1[OH:39]. No catalyst specified. The product is [Cl:9][C:10]1[CH:15]=[C:14]([NH:16][C:17]2[C:26]3[C:21](=[CH:22][CH:23]=[CH:24][C:25]=3[O:27][C@@H:28]([C@H:30]3[CH2:34][CH2:33][CH2:32][N:31]3[C:35](=[O:38])[CH2:36][OH:37])[CH3:29])[N:20]=[CH:19][N:18]=2)[CH:13]=[CH:12][C:11]=1[O:39][CH2:2][C:3]1[CH:8]=[CH:7][CH:6]=[CH:5][N:4]=1. The yield is 0.310. (7) The reactants are Br[C:2]1[CH:3]=[C:4]([NH:10][C:11]2[CH:16]=[CH:15][C:14]([N:17]3[CH2:22][CH2:21][NH:20][CH2:19][CH2:18]3)=[CH:13][N:12]=2)[C:5](=[O:9])[N:6]([CH3:8])[CH:7]=1.[C:23]([O:26][CH2:27][C:28]1[C:29]([N:43]2[CH2:55][CH2:54][N:46]3[C:47]4[CH2:48][CH2:49][CH2:50][CH2:51][C:52]=4[CH:53]=[C:45]3[C:44]2=[O:56])=[N:30][CH:31]=[CH:32][C:33]=1B1OC(C)(C)C(C)(C)O1)(=[O:25])[CH3:24].[O-]P([O-])([O-])=O.[K+].[K+].[K+]. The catalyst is C1C=CC(P(C2C=CC=CC=2)[C-]2C=CC=C2)=CC=1.C1C=CC(P(C2C=CC=CC=2)[C-]2C=CC=C2)=CC=1.Cl[Pd]Cl.[Fe+2].O1CCCC1. The product is [C:23]([O:26][CH2:27][C:28]1[C:29]([N:43]2[CH2:55][CH2:54][N:46]3[C:47]4[CH2:48][CH2:49][CH2:50][CH2:51][C:52]=4[CH:53]=[C:45]3[C:44]2=[O:56])=[N:30][CH:31]=[CH:32][C:33]=1[C:2]1[CH:3]=[C:4]([NH:10][C:11]2[CH:16]=[CH:15][C:14]([N:17]3[CH2:22][CH2:21][NH:20][CH2:19][CH2:18]3)=[CH:13][N:12]=2)[C:5](=[O:9])[N:6]([CH3:8])[CH:7]=1)(=[O:25])[CH3:24]. The yield is 0.583.